Dataset: Peptide-MHC class II binding affinity with 134,281 pairs from IEDB. Task: Regression. Given a peptide amino acid sequence and an MHC pseudo amino acid sequence, predict their binding affinity value. This is MHC class II binding data. (1) The peptide sequence is QRIYGVRYTETWSFL. The MHC is DRB1_1201 with pseudo-sequence DRB1_1201. The binding affinity (normalized) is 0.136. (2) The peptide sequence is TFDGRGAQVYIGNGG. The MHC is DRB1_1501 with pseudo-sequence DRB1_1501. The binding affinity (normalized) is 0.257. (3) The MHC is DRB1_1301 with pseudo-sequence DRB1_1301. The binding affinity (normalized) is 0.328. The peptide sequence is KKPDFILATDIAEMG. (4) The peptide sequence is PETEKAEEVEKIEKT. The MHC is DRB5_0101 with pseudo-sequence DRB5_0101. The binding affinity (normalized) is 0.262. (5) The peptide sequence is ESWGAVWRIDTPDKL. The MHC is DRB3_0101 with pseudo-sequence DRB3_0101. The binding affinity (normalized) is 0.794.